Dataset: Reaction yield outcomes from USPTO patents with 853,638 reactions. Task: Predict the reaction yield, written as a fraction of the theoretical maximum amount of product (1.0 means a 100% yield; for example, 0.34 means a 34% yield). (1) The reactants are [CH3:1][O:2][C:3]1[CH:4]=[C:5]2[C:10](=[CH:11][C:12]=1[O:13][CH3:14])[CH:9]([CH2:15][C:16]1[CH:25]=[CH:24][C:23]3[C:18](=[CH:19][CH:20]=[CH:21][CH:22]=3)[CH:17]=1)[NH:8][CH2:7][CH2:6]2.C(N[C@H](C1C=CC=CC=1)C(O)=O)(=O)C.CC(C)=O. The catalyst is CO. The product is [CH3:1][O:2][C:3]1[CH:4]=[C:5]2[C:10](=[CH:11][C:12]=1[O:13][CH3:14])[C@H:9]([CH2:15][C:16]1[CH:25]=[CH:24][C:23]3[C:18](=[CH:19][CH:20]=[CH:21][CH:22]=3)[CH:17]=1)[NH:8][CH2:7][CH2:6]2. The yield is 0.300. (2) The catalyst is CCO.[Pd]. The product is [CH2:1]([N:8]1[CH2:9][CH2:10][CH:11]([NH:14][C:15]2[CH:20]=[CH:19][C:18]([C:21]3[C:29]4[C:24](=[CH:25][C:26]([F:30])=[CH:27][CH:28]=4)[NH:23][CH:22]=3)=[CH:17][N:16]=2)[CH2:12][CH2:13]1)[CH3:2]. The reactants are [CH2:1]([N:8]1[CH2:13][CH2:12][CH:11]([NH:14][C:15]2[CH:20]=[CH:19][C:18]([C:21]3[C:29]4[C:24](=[CH:25][C:26]([F:30])=[CH:27][CH:28]=4)[NH:23][CH:22]=3)=[CH:17][N:16]=2)[CH2:10][CH2:9]1)[C:2]1C=CC=CC=1. The yield is 0.0600. (3) The reactants are C([O:8][C:9]1[CH:18]=[CH:17][C:16]2[C:11](=[CH:12][CH:13]=[C:14]([O:19][CH3:20])[CH:15]=2)[C:10]=1[O:21][C:22]1[CH:37]=[CH:36][C:25]([O:26][CH2:27][CH2:28][N:29]2[CH2:35][CH2:34][CH2:33][CH2:32][CH2:31][CH2:30]2)=[CH:24][CH:23]=1)C1C=CC=CC=1.C([O-])=O.[NH4+]. The catalyst is C(OCC)(=O)C.CO.[Pd]. The product is [N:29]1([CH2:28][CH2:27][O:26][C:25]2[CH:24]=[CH:23][C:22]([O:21][C:10]3[C:11]4[C:16](=[CH:15][C:14]([O:19][CH3:20])=[CH:13][CH:12]=4)[CH:17]=[CH:18][C:9]=3[OH:8])=[CH:37][CH:36]=2)[CH2:35][CH2:34][CH2:33][CH2:32][CH2:31][CH2:30]1. The yield is 0.970. (4) The reactants are C[O:2][C:3]([C:5]1[CH:14]=[C:13]([O:15][CH:16]([C:18](=[O:28])[NH:19][C:20]2[CH:25]=[CH:24][C:23]([CH2:26][OH:27])=[CH:22][CH:21]=2)[CH3:17])[C:12]2[C:7](=[CH:8][C:9]([Cl:30])=[CH:10][C:11]=2[Cl:29])[CH:6]=1)=[O:4].[Li+].[OH-]. No catalyst specified. The product is [Cl:29][C:11]1[CH:10]=[C:9]([Cl:30])[CH:8]=[C:7]2[C:12]=1[C:13]([O:15][CH:16]([C:18](=[O:28])[NH:19][C:20]1[CH:21]=[CH:22][C:23]([CH2:26][OH:27])=[CH:24][CH:25]=1)[CH3:17])=[CH:14][C:5]([C:3]([OH:4])=[O:2])=[CH:6]2. The yield is 0.340. (5) The reactants are [Br:1][C:2]1[CH:7]=[CH:6][CH:5]=[CH:4][C:3]=1[NH:8][N:9]=[C:10]([C:18]#[N:19])[C:11]([NH:13][CH2:14][CH2:15][CH2:16][CH3:17])=[O:12].[Cl-].[Al+3].[Cl-].[Cl-].O.[C@H](O)(C([O-])=O)[C@@H](O)C([O-])=O.[Na+].[K+]. The catalyst is C1(C)C=CC=CC=1. The product is [NH2:19][C:18]1[C:4]2[C:3](=[C:2]([Br:1])[CH:7]=[CH:6][CH:5]=2)[N:8]=[N:9][C:10]=1[C:11]([NH:13][CH2:14][CH2:15][CH2:16][CH3:17])=[O:12]. The yield is 0.260. (6) The reactants are [CH2:1]([C:3]1[C:8](=[O:9])[NH:7][C:6]([CH3:10])=[C:5]([C:11]2[O:15][C:14]([S:16]([Cl:19])(=[O:18])=[O:17])=[CH:13][CH:12]=2)[CH:4]=1)[CH3:2].[N:20]1([CH2:25][CH2:26][CH2:27][NH2:28])[CH2:24][CH2:23][CH2:22][CH2:21]1. No catalyst specified. The product is [ClH:19].[N:20]1([CH2:25][CH2:26][CH2:27][NH:28][S:16]([C:14]2[O:15][C:11]([C:5]3[CH:4]=[C:3]([CH2:1][CH3:2])[C:8](=[O:9])[NH:7][C:6]=3[CH3:10])=[CH:12][CH:13]=2)(=[O:18])=[O:17])[CH2:24][CH2:23][CH2:22][CH2:21]1. The yield is 0.150. (7) The reactants are [Br:1][C:2]1[CH:3]=[C:4]([C:8](O)=[O:9])[CH:5]=[N:6][CH:7]=1.CN1CCOCC1.ClC(OCC)=O.[BH4-].[Na+]. The catalyst is C1COCC1.CO. The product is [Br:1][C:2]1[CH:3]=[C:4]([CH2:8][OH:9])[CH:5]=[N:6][CH:7]=1. The yield is 0.750. (8) The product is [CH3:9][C:4]1[CH:5]=[CH:6][CH:7]=[CH:8][C:3]=1[C:2]1[N:23]([C:22]2[C:24]([CH3:28])=[CH:25][CH:26]=[CH:27][C:21]=2[CH3:20])[C:12]([C:13]2[CH:18]=[CH:17][CH:16]=[CH:15][CH:14]=2)=[N:11][N:10]=1. The yield is 0.310. The catalyst is ClCCl. The reactants are Cl[C:2](=[N:10][N:11]=[C:12](Cl)[C:13]1[CH:18]=[CH:17][CH:16]=[CH:15][CH:14]=1)[C:3]1[CH:8]=[CH:7][CH:6]=[CH:5][C:4]=1[CH3:9].[CH3:20][C:21]1[CH:27]=[CH:26][CH:25]=[C:24]([CH3:28])[C:22]=1[NH2:23].CN(C)C1C=CC=CC=1.Cl. (9) The reactants are Cl[C:2]1[CH:7]=[CH:6][C:5]([C:8]([F:11])([F:10])[F:9])=[CH:4][CH:3]=1.[NH:12]1[CH2:17][CH2:16][CH2:15][CH2:14][CH2:13]1.CC([O-])(C)C.[Na+]. The catalyst is C1(C)C=CC=CC=1.C1C=CC(/C=C/C(/C=C/C2C=CC=CC=2)=O)=CC=1.C1C=CC(/C=C/C(/C=C/C2C=CC=CC=2)=O)=CC=1.C1C=CC(/C=C/C(/C=C/C2C=CC=CC=2)=O)=CC=1.[Pd].[Pd]. The product is [N:12]1([C:2]2[CH:7]=[CH:6][C:5]([C:8]([F:11])([F:10])[F:9])=[CH:4][CH:3]=2)[CH2:17][CH2:16][CH2:15][CH2:14][CH2:13]1. The yield is 0.230. (10) The reactants are [C:1]([NH:4][C@@:5]1([C:26]([NH:28][C:29]([CH3:32])([CH3:31])[CH3:30])=[O:27])[CH2:9][C@@H:8]([CH2:10][N+:11]([O-])=O)[CH2:7][C@@H:6]1[CH2:14][CH2:15][CH2:16][B:17]1[O:21][C:20]([CH3:23])([CH3:22])[C:19]([CH3:25])([CH3:24])[O:18]1)(=[O:3])[CH3:2].C(OCC)(=O)C.C(O)C. The catalyst is O1CCCC1.[Ni]. The product is [C:1]([NH:4][C@@:5]1([C:26]([NH:28][C:29]([CH3:32])([CH3:31])[CH3:30])=[O:27])[CH2:9][C@@H:8]([CH2:10][NH2:11])[CH2:7][C@@H:6]1[CH2:14][CH2:15][CH2:16][B:17]1[O:21][C:20]([CH3:23])([CH3:22])[C:19]([CH3:24])([CH3:25])[O:18]1)(=[O:3])[CH3:2]. The yield is 0.990.